Dataset: Experimentally validated miRNA-target interactions with 360,000+ pairs, plus equal number of negative samples. Task: Binary Classification. Given a miRNA mature sequence and a target amino acid sequence, predict their likelihood of interaction. (1) The miRNA is hsa-miR-939-3p with sequence CCCUGGGCCUCUGCUCCCCAG. The protein sequence of the target gene is MESCSVTRLECSGAISAHCSLHLPGSSDSPASASQIAGTTDAIWNEQEKAELFTDKFCQVCGVMLQFESQRISHYEGEKHAQNVSFYFQMHGEQNEVPGKKMKMHVENFQVHRYEGVDKNKFCDLCNMMFSSPLIAQSHYVGKVHAKKLKQLMEEHDQASPSGFQPEMAFSMRTYVCHICSIAFTSLDMFRSHMQGSEHQIKESIVINLVKNSRKTQDSYQNECADYINVQKARGLEAKTCFRKMEESSLETRRYREVVDSRPRHRMFEQRLPFETFRTYAAPYNISQAMEKQLPHSKKT.... Result: 0 (no interaction). (2) The miRNA is hsa-miR-30a-5p with sequence UGUAAACAUCCUCGACUGGAAG. The protein sequence of the target gene is MGAYARASGVCARGCLDSAGPWTMSRALRPPLPPLCFFLLLLAAAGARAGGYETCPTVQPNMLNVHLLPHTHDDVGWLKTVDQYFYGIKNDIQHAGVQYILDSVISALLADPTRRFIYVEIAFFSRWWHQQTNATQEVVRDLVRQGRLEFANGGWVMNDEAATHYGAIVDQMTLGLRFLEDTFGNDGRPRVAWHIDPFGHSREQASLFAQMGFDGFFFGRLDYQDKWVRMQKLEMEQVWRASTSLKPPTADLFTGVLPNGYNPPRNLCWDVLCVDQPLVEDPRSPEYNAKELVDYFLNVA.... Result: 1 (interaction).